From a dataset of NCI-60 drug combinations with 297,098 pairs across 59 cell lines. Regression. Given two drug SMILES strings and cell line genomic features, predict the synergy score measuring deviation from expected non-interaction effect. Drug 1: CC1C(C(CC(O1)OC2CC(CC3=C2C(=C4C(=C3O)C(=O)C5=C(C4=O)C(=CC=C5)OC)O)(C(=O)CO)O)N)O.Cl. Synergy scores: CSS=-0.595, Synergy_ZIP=-1.52, Synergy_Bliss=-2.81, Synergy_Loewe=-6.08, Synergy_HSA=-2.96. Cell line: SK-MEL-28. Drug 2: C1=CC(=CC=C1CCCC(=O)O)N(CCCl)CCCl.